Dataset: Serine/threonine kinase 33 screen with 319,792 compounds. Task: Binary Classification. Given a drug SMILES string, predict its activity (active/inactive) in a high-throughput screening assay against a specified biological target. (1) The molecule is S(=O)(=O)(N1CCC(CC1)C(=O)N1CCN(CC1)c1c(c(ccc1)C)C)c1[nH]cnc1. The result is 0 (inactive). (2) The drug is O(C(=O)C=1C(C(=C(NC1C)C)C(OC)=O)c1ccc(OC(=O)c2occc2)cc1)C. The result is 0 (inactive). (3) The molecule is s1c(Cc2cc(ccc2)C)cnc1NC(=O)C=1NCCN1. The result is 0 (inactive). (4) The molecule is Brc1oc(C(=O)N2C(CCC2)(c2ccccc2)C#N)cc1. The result is 0 (inactive). (5) The drug is S(c1cc2c(cc1)cccc2)CC(OCC(=O)N(c1c(n(Cc2ccccc2)c(=O)[nH]c1=O)N)CCOC)=O. The result is 0 (inactive). (6) The drug is Brc1sc(/C=N\n2c(n[nH]c2=S)c2[nH]nc(c2)c2ccccc2)cc1. The result is 0 (inactive).